Dataset: Peptide-MHC class II binding affinity with 134,281 pairs from IEDB. Task: Regression. Given a peptide amino acid sequence and an MHC pseudo amino acid sequence, predict their binding affinity value. This is MHC class II binding data. The peptide sequence is IFSGNMNIKLKMPMY. The MHC is DRB1_1302 with pseudo-sequence DRB1_1302. The binding affinity (normalized) is 0.480.